This data is from Forward reaction prediction with 1.9M reactions from USPTO patents (1976-2016). The task is: Predict the product of the given reaction. (1) Given the reactants [OH-:1].[Li+].OO.C([C@H]1COC(=O)N1[C:18](=[O:57])[C@H:19]([C:38]1[CH:43]=[CH:42][C:41]([O:44][CH3:45])=[C:40]([N:46]([C:51](=[O:56])[C:52]([CH3:55])([CH3:54])[CH3:53])[CH2:47][CH:48]([CH3:50])[CH3:49])[CH:39]=1)[CH2:20][C:21]1[CH:26]=[CH:25][C:24]([NH:27][C:28](=O)[C:29]2[C:34]([Cl:35])=[CH:33][CH:32]=[CH:31][C:30]=2[Cl:36])=[CH:23][CH:22]=1)C1C=CC=CC=1.S([O-])(O)=[O:59].[Na+].C(O)(=O)CC(CC(O)=O)(C(O)=O)O, predict the reaction product. The product is: [Cl:36][C:30]1[CH:31]=[CH:32][CH:33]=[C:34]([Cl:35])[C:29]=1[C:28]([NH:27][C:24]1[CH:23]=[CH:22][C:21]([CH2:20][C@@H:19]([C:38]2[CH:43]=[CH:42][C:41]([O:44][CH3:45])=[C:40]([N:46]([C:51](=[O:56])[C:52]([CH3:53])([CH3:54])[CH3:55])[CH2:47][CH:48]([CH3:50])[CH3:49])[CH:39]=2)[C:18]([OH:59])=[O:57])=[CH:26][CH:25]=1)=[O:1]. (2) Given the reactants [C@@H:1]1([N:9]2[C:18]3[N:17]=[CH:16][N:15]=[C:13]([OH:14])[C:12]=3[N:11]=[CH:10]2)[O:8][C@H:5]([CH2:6][OH:7])[C@@H:3]([OH:4])[CH2:2]1.C([O-])([O-])=O.[K+].[K+].[CH2:25](Br)[CH:26]=[C:27]([CH2:29][CH2:30][CH:31]=[C:32]([CH2:34][CH2:35][CH:36]=[C:37]([CH3:39])[CH3:38])[CH3:33])[CH3:28].C(Cl)(Cl)Cl.CO, predict the reaction product. The product is: [OH:4][C@@H:3]1[C@@H:5]([CH2:6][OH:7])[O:8][C@@H:1]([N:9]2[CH:10]=[N:11][C:12]3[C:13](=[O:14])[N:15]([CH2:25]/[CH:26]=[C:27](\[CH3:28])/[CH2:29][CH2:30]/[CH:31]=[C:32](\[CH3:33])/[CH2:34][CH2:35][CH:36]=[C:37]([CH3:39])[CH3:38])[CH:16]=[N:17][C:18]2=3)[CH2:2]1.